Dataset: Full USPTO retrosynthesis dataset with 1.9M reactions from patents (1976-2016). Task: Predict the reactants needed to synthesize the given product. Given the product [Cl:1][C:2]1[CH:7]=[CH:6][CH:5]=[CH:4][C:3]=1[C:8]1[C:9]([C:16]2[CH:21]=[CH:20][C:19]([Cl:22])=[CH:18][CH:17]=2)=[CH:10][C:11]2[N:12]([C:38](=[O:41])[NH:15][N:14]=2)[CH:13]=1, predict the reactants needed to synthesize it. The reactants are: [Cl:1][C:2]1[CH:7]=[CH:6][CH:5]=[CH:4][C:3]=1[C:8]1[C:9]([C:16]2[CH:21]=[CH:20][C:19]([Cl:22])=[CH:18][CH:17]=2)=[CH:10][C:11]([NH:14][NH2:15])=[N:12][CH:13]=1.BrC1C2N([C:38](=[O:41])NN=2)C(C)=CC=1C1C=CC(Cl)=CC=1.